This data is from Catalyst prediction with 721,799 reactions and 888 catalyst types from USPTO. The task is: Predict which catalyst facilitates the given reaction. (1) Reactant: O.NN.[C:4]([C:6]1[CH:7]=[N:8][CH:9]=[CH:10][CH:11]=1)#[N:5].Cl.[C:13]([NH2:16])(=[NH:15])[CH3:14].[S].[N:18]([O-])=O.[Na+]. Product: [CH3:14][C:13]1[N:15]=[N:5][C:4]([C:6]2[CH:7]=[N:8][CH:9]=[CH:10][CH:11]=2)=[N:18][N:16]=1. The catalyst class is: 146. (2) Reactant: [Br:1][C:2]1[CH:3]=[C:4]([CH:7]=[CH:8][C:9]=1[OH:10])[CH:5]=[O:6].[C:11](OC(=O)C)(=[O:13])[CH3:12]. Product: [C:11]([O:10][C:9]1[CH:8]=[CH:7][C:4]([CH:5]=[O:6])=[CH:3][C:2]=1[Br:1])(=[O:13])[CH3:12]. The catalyst class is: 142. (3) Product: [CH3:16][C:8]1[N:9]=[C:10]([NH:12][C:13](=[O:15])[CH3:14])[S:11][C:7]=1[C:6]1[CH:5]=[C:4]([S:17]([NH:18][C:19]2[NH:23][N:22]=[N:21][N:20]=2)(=[O:24])=[O:25])[S:3][CH:2]=1. The catalyst class is: 1. Reactant: Br[C:2]1[S:3][C:4]([S:17](=[O:25])(=[O:24])[NH:18][C:19]2[NH:23][N:22]=[N:21][N:20]=2)=[CH:5][C:6]=1[C:7]1[S:11][C:10]([NH:12][C:13](=[O:15])[CH3:14])=[N:9][C:8]=1[CH3:16].C([Li])CCC. (4) Reactant: C[O:2][C:3](=[O:32])[CH2:4][C:5]1[CH:10]=[CH:9][CH:8]=[C:7]([O:11][CH2:12][CH2:13][NH:14][CH2:15][CH2:16][CH:17]2[CH2:21][CH2:20][N:19]([C:22]3[S:23][C:24]4[CH:30]=[C:29]([Cl:31])[CH:28]=[CH:27][C:25]=4[N:26]=3)[CH2:18]2)[CH:6]=1.[OH-].[Na+].O1CCCC1. Product: [Cl:31][C:29]1[CH:28]=[CH:27][C:25]2[N:26]=[C:22]([N:19]3[CH2:20][CH2:21][CH:17]([CH2:16][CH2:15][NH:14][CH2:13][CH2:12][O:11][C:7]4[CH:6]=[C:5]([CH2:4][C:3]([OH:32])=[O:2])[CH:10]=[CH:9][CH:8]=4)[CH2:18]3)[S:23][C:24]=2[CH:30]=1. The catalyst class is: 5. (5) Reactant: [CH3:1][O:2][C:3]1[C:12]([CH3:13])=[CH:11][CH:10]=[C:9]2[C:4]=1[CH2:5][C@@H:6]([CH:18]1[CH2:23][CH2:22][NH:21][CH2:20][CH2:19]1)[O:7][C@H:8]2[CH2:14][NH:15][CH:16]=[O:17].[Cl:24][C:25]1[CH:38]=[CH:37][C:28]([C:29]([NH:31][CH:32]([CH3:36])[CH2:33][CH:34]=O)=[O:30])=[CH:27][CH:26]=1.C(O[BH-](OC(=O)C)OC(=O)C)(=O)C.[Na+]. Product: [Cl:24][C:25]1[CH:26]=[CH:27][C:28]([C:29]([NH:31][CH:32]([CH3:36])[CH2:33][CH2:34][N:21]2[CH2:20][CH2:19][CH:18]([C@@H:6]3[CH2:5][C:4]4[C:9](=[CH:10][CH:11]=[C:12]([CH3:13])[C:3]=4[O:2][CH3:1])[C@H:8]([CH2:14][NH:15][CH:16]=[O:17])[O:7]3)[CH2:23][CH2:22]2)=[O:30])=[CH:37][CH:38]=1. The catalyst class is: 4. (6) Product: [Cl:1][C:2]1[C:8]([N:9]2[CH2:10][CH2:11][N:12]([CH:15]3[CH2:18][O:17][CH2:16]3)[CH2:13][CH2:14]2)=[CH:7][C:6]([CH:19]([F:21])[F:20])=[CH:5][C:3]=1[NH:4][C:28]1[N:27]=[C:26]([N:25]([CH:22]2[CH2:24][CH2:23]2)[CH2:41][C:42]2[CH:47]=[CH:46][C:45]([O:48][CH3:49])=[CH:44][CH:43]=2)[C:31]2=[N:32][CH:33]=[C:34]([C:35]#[N:36])[N:30]2[N:29]=1. Reactant: [Cl:1][C:2]1[C:8]([N:9]2[CH2:14][CH2:13][N:12]([CH:15]3[CH2:18][O:17][CH2:16]3)[CH2:11][CH2:10]2)=[CH:7][C:6]([CH:19]([F:21])[F:20])=[CH:5][C:3]=1[NH2:4].[CH:22]1([N:25]([CH2:41][C:42]2[CH:47]=[CH:46][C:45]([O:48][CH3:49])=[CH:44][CH:43]=2)[C:26]2[C:31]3=[N:32][CH:33]=[C:34]([C:35]#[N:36])[N:30]3[N:29]=[C:28](S(C)(=O)=O)[N:27]=2)[CH2:24][CH2:23]1.C(=O)([O-])[O-].[Cs+].[Cs+]. The catalyst class is: 18. (7) Reactant: [Cl:1][C:2]1[C:7]([C:8]([N:10]([CH2:24][CH2:25][OH:26])[C:11]2[CH:12]=[C:13]3[C:17](=[CH:18][CH:19]=2)[N:16]([CH:20]2[CH2:23][O:22][CH2:21]2)[CH:15]=[CH:14]3)=[O:9])=[C:6](Cl)[N:5]=[CH:4][N:3]=1.C(N(CC)CC)C. Product: [Cl:1][C:2]1[C:7]2[C:8](=[O:9])[N:10]([C:11]3[CH:12]=[C:13]4[C:17](=[CH:18][CH:19]=3)[N:16]([CH:20]3[CH2:23][O:22][CH2:21]3)[CH:15]=[CH:14]4)[CH2:24][CH2:25][O:26][C:6]=2[N:5]=[CH:4][N:3]=1. The catalyst class is: 10. (8) Reactant: [OH:1][N:2]1[C:7]2[N:8]=[CH:9][N:10]=[C:11]([CH3:12])[C:6]=2[C:5]([NH:13][CH2:14][C:15]2[CH:29]=[CH:28][CH:27]=[CH:26][C:16]=2[CH2:17][NH:18]C(=O)OC(C)(C)C)=[CH:4][C:3]1=[O:30]. Product: [NH2:18][CH2:17][C:16]1[CH:26]=[CH:27][CH:28]=[CH:29][C:15]=1[CH2:14][NH:13][C:5]1[C:6]2[C:11]([CH3:12])=[N:10][CH:9]=[N:8][C:7]=2[N:2]([OH:1])[C:3](=[O:30])[CH:4]=1. The catalyst class is: 157. (9) Product: [CH3:27][O:26][C@@H:22]([CH2:21][C:18]1[CH:17]=[CH:16][C:15]([O:14][CH2:13][CH2:12][CH2:11][O:10][C:9]2[CH:8]=[CH:7][C:6]([C:28]3[CH:29]=[CH:30][CH:31]=[CH:32][CH:33]=3)=[CH:5][C:4]=2[CH2:1][CH2:2][CH3:3])=[CH:20][CH:19]=1)[C:23]([OH:25])=[O:24]. The catalyst class is: 13. Reactant: [CH2:1]([C:4]1[CH:5]=[C:6]([C:28]2[CH:33]=[CH:32][CH:31]=[CH:30][CH:29]=2)[CH:7]=[CH:8][C:9]=1[O:10][CH2:11][CH2:12][CH2:13][O:14][C:15]1[CH:20]=[CH:19][C:18]([CH2:21][CH:22]([O:26][CH3:27])[C:23]([OH:25])=[O:24])=[CH:17][CH:16]=1)[CH:2]=[CH2:3].